Dataset: Peptide-MHC class I binding affinity with 185,985 pairs from IEDB/IMGT. Task: Regression. Given a peptide amino acid sequence and an MHC pseudo amino acid sequence, predict their binding affinity value. This is MHC class I binding data. (1) The peptide sequence is KSYCQPLPE. The MHC is HLA-A26:01 with pseudo-sequence HLA-A26:01. The binding affinity (normalized) is 0.0847. (2) The peptide sequence is YGGKKAVTY. The MHC is HLA-B40:01 with pseudo-sequence HLA-B40:01. The binding affinity (normalized) is 0.0847. (3) The peptide sequence is LCMLNNSFYY. The MHC is HLA-A01:01 with pseudo-sequence HLA-A01:01. The binding affinity (normalized) is 0.407. (4) The peptide sequence is IESNPLFPV. The MHC is HLA-A02:06 with pseudo-sequence HLA-A02:06. The binding affinity (normalized) is 0.674. (5) The peptide sequence is DEPASTEPVHDQLL. The MHC is HLA-A30:02 with pseudo-sequence HLA-A30:02. The binding affinity (normalized) is 0. (6) The peptide sequence is ILRNPGFALL. The MHC is HLA-B08:01 with pseudo-sequence HLA-B08:01. The binding affinity (normalized) is 0.162.